The task is: Predict the reaction yield, written as a fraction of the theoretical maximum amount of product (1.0 means a 100% yield; for example, 0.34 means a 34% yield).. This data is from Reaction yield outcomes from USPTO patents with 853,638 reactions. (1) The reactants are C1(O[C:8](=[O:26])[NH:9][C:10]2[CH:15]=[CH:14][CH:13]=[C:12]([CH2:16][NH:17][C:18]([O:20][C@H:21]3[CH2:25][CH2:24][O:23][CH2:22]3)=[O:19])[CH:11]=2)C=CC=CC=1.[CH3:27][O:28][C:29]1[CH:30]=[C:31]([NH2:40])[CH:32]=[CH:33][C:34]=1[C:35]1[O:39][CH:38]=[N:37][CH:36]=1.C(N(C(C)C)CC)(C)C. The catalyst is C(OCC)(=O)C. The product is [CH3:27][O:28][C:29]1[CH:30]=[C:31]([NH:40][C:8](=[O:26])[NH:9][C:10]2[CH:11]=[C:12]([CH:13]=[CH:14][CH:15]=2)[CH2:16][NH:17][C:18](=[O:19])[O:20][C@H:21]2[CH2:25][CH2:24][O:23][CH2:22]2)[CH:32]=[CH:33][C:34]=1[C:35]1[O:39][CH:38]=[N:37][CH:36]=1. The yield is 0.904. (2) The reactants are CS(O[CH:6]1[CH2:11][CH2:10][N:9]([C:12]([O:14][C:15]([CH3:18])([CH3:17])[CH3:16])=[O:13])[CH2:8][CH2:7]1)(=O)=O.C[S:20]([C:23]1N=[C:30]([C:32]([F:35])([F:34])[F:33])[CH:29]=[CH:28][C:24]=1C(O)=O)(=O)=O.[C:36]([O-])([O-])=O.[K+].[K+]. The catalyst is CC#N. The product is [F:35][C:32]([F:33])([F:34])[C:30]1[CH:36]=[C:23]([S:20][CH:6]2[CH2:7][CH2:8][N:9]([C:12]([O:14][C:15]([CH3:16])([CH3:17])[CH3:18])=[O:13])[CH2:10][CH2:11]2)[CH:24]=[CH:28][CH:29]=1. The yield is 0.770.